Dataset: Peptide-MHC class I binding affinity with 185,985 pairs from IEDB/IMGT. Task: Regression. Given a peptide amino acid sequence and an MHC pseudo amino acid sequence, predict their binding affinity value. This is MHC class I binding data. (1) The peptide sequence is LDPVTPPELI. The MHC is Mamu-A01 with pseudo-sequence Mamu-A01. The binding affinity (normalized) is 0.134. (2) The peptide sequence is SYFVASFRLF. The MHC is HLA-B44:02 with pseudo-sequence HLA-B44:02. The binding affinity (normalized) is 0.411. (3) The peptide sequence is ILLMLVTPSM. The MHC is HLA-A02:17 with pseudo-sequence HLA-A02:17. The binding affinity (normalized) is 0.351. (4) The peptide sequence is EDFEIFYNL. The MHC is HLA-A02:11 with pseudo-sequence YFAMYGEKVAHIDVDTLYVRYHYYTWAVLAYTWY. The binding affinity (normalized) is 0.0847. (5) The peptide sequence is IIRVTTELNI. The MHC is HLA-A02:01 with pseudo-sequence HLA-A02:01. The binding affinity (normalized) is 0.181. (6) The peptide sequence is VIKFYQLH. The MHC is H-2-Db with pseudo-sequence H-2-Db. The binding affinity (normalized) is 0.